Dataset: Reaction yield outcomes from USPTO patents with 853,638 reactions. Task: Predict the reaction yield, written as a fraction of the theoretical maximum amount of product (1.0 means a 100% yield; for example, 0.34 means a 34% yield). (1) No catalyst specified. The reactants are [CH3:1][O:2][CH:3]1[O:8][CH2:7][CH:6]([CH2:9][O:10][C:11]2[CH:16]=[CH:15][N+:14]([O-])=[C:13]([CH3:18])[C:12]=2[CH3:19])[CH2:5][O:4]1.C(OC(=O)C)(=[O:22])C. The product is [CH3:1][O:2][CH:3]1[O:8][CH2:7][CH:6]([CH2:9][O:10][C:11]2[CH:16]=[CH:15][N:14]=[C:13]([CH2:18][OH:22])[C:12]=2[CH3:19])[CH2:5][O:4]1. The yield is 0.228. (2) The reactants are [CH2:1]([O:3][CH:4]([O:14][CH2:15][CH3:16])[C:5]1[CH:10]=[CH:9][C:8]([CH2:11][NH:12][CH3:13])=[CH:7][CH:6]=1)[CH3:2].C(N(CC)CC)C.[C:24](Cl)(=[O:33])[O:25][CH2:26][C:27]1[CH:32]=[CH:31][CH:30]=[CH:29][CH:28]=1. The catalyst is ClCCl. The product is [CH2:15]([O:14][CH:4]([O:3][CH2:1][CH3:2])[C:5]1[CH:10]=[CH:9][C:8]([CH2:11][N:12]([CH3:13])[C:24](=[O:33])[O:25][CH2:26][C:27]2[CH:32]=[CH:31][CH:30]=[CH:29][CH:28]=2)=[CH:7][CH:6]=1)[CH3:16]. The yield is 0.570.